Dataset: TCR-epitope binding with 47,182 pairs between 192 epitopes and 23,139 TCRs. Task: Binary Classification. Given a T-cell receptor sequence (or CDR3 region) and an epitope sequence, predict whether binding occurs between them. (1) The epitope is KLPDDFTGCV. The TCR CDR3 sequence is CASSLEESSYNEQFF. Result: 1 (the TCR binds to the epitope). (2) The epitope is NLSALGIFST. The TCR CDR3 sequence is CASSLAAYNEQFF. Result: 0 (the TCR does not bind to the epitope). (3) The epitope is LEPLVDLPI. The TCR CDR3 sequence is CASSQGQGPEQYF. Result: 1 (the TCR binds to the epitope). (4) The epitope is FLNGSCGSV. The TCR CDR3 sequence is CASSGTDTDTQYF. Result: 0 (the TCR does not bind to the epitope). (5) The TCR CDR3 sequence is CASSQEQAYNEQFF. The epitope is HPVGEADYFEY. Result: 0 (the TCR does not bind to the epitope).